Predict which catalyst facilitates the given reaction. From a dataset of Catalyst prediction with 721,799 reactions and 888 catalyst types from USPTO. (1) Reactant: [CH3:1][C:2]1[S:6][CH:5]=[N:4][C:3]=1C(O)=O.O=S(Cl)Cl.C1C(=O)N([Br:21])C(=O)C1.C(OO[C:32](=[O:39])C1C=CC=CC=1)(=O)C1C=CC=CC=1.[CH3:40][OH:41]. Product: [Br:21][CH2:1][C:2]1[S:6][CH:5]=[N:4][C:3]=1[C:40]([O:39][CH3:32])=[O:41]. The catalyst class is: 53. (2) Reactant: [C:1]12([CH2:11][CH2:12][O:13][C:14]3[CH:15]=[C:16]([CH2:20][CH2:21][NH:22]C(=O)OC(C)(C)C)[CH:17]=[CH:18][CH:19]=3)[CH2:10][CH:5]3[CH2:6][CH:7]([CH2:9][CH:3]([CH2:4]3)[CH2:2]1)[CH2:8]2.Cl. Product: [C:1]12([CH2:11][CH2:12][O:13][C:14]3[CH:15]=[C:16]([CH2:20][CH2:21][NH2:22])[CH:17]=[CH:18][CH:19]=3)[CH2:10][CH:5]3[CH2:6][CH:7]([CH2:9][CH:3]([CH2:4]3)[CH2:2]1)[CH2:8]2. The catalyst class is: 12. (3) Reactant: Cl.[NH:2]1[CH2:7][CH2:6][CH2:5][C@H:4]([N:8]2[C:12]3=[C:13]4[S:19][CH:18]=[CH:17][C:14]4=[N:15][CH:16]=[C:11]3[N:10]=[C:9]2[C@H:20]([OH:22])[CH3:21])[CH2:3]1.C(N(CC)CC)C.[CH:30]1[CH:35]=[CH:34][C:33]([CH2:36][CH2:37][C:38](Cl)=[O:39])=[CH:32][CH:31]=1. Product: [C:33]1([CH2:36][CH2:37][C:38]([N:2]2[CH2:7][CH2:6][CH2:5][C@H:4]([N:8]3[C:12]4=[C:13]5[S:19][CH:18]=[CH:17][C:14]5=[N:15][CH:16]=[C:11]4[N:10]=[C:9]3[CH:20]([OH:22])[CH3:21])[CH2:3]2)=[O:39])[CH:34]=[CH:35][CH:30]=[CH:31][CH:32]=1. The catalyst class is: 9. (4) Product: [O:12]=[C:11]1[NH:10][C:9]2[CH:8]=[C:7]([C:27]3[CH:28]=[CH:29][CH:30]=[CH:31][CH:32]=3)[S:6][C:5]=2[C:3](=[O:4])[N:13]1[CH:14]1[CH2:19][CH2:18][N:17]([C:20]([O:22][C:23]([CH3:26])([CH3:24])[CH3:25])=[O:21])[CH2:16][CH2:15]1. The catalyst class is: 5. Reactant: CO[C:3]([C:5]1[S:6][C:7]([C:27]2[CH:32]=[CH:31][CH:30]=[CH:29][CH:28]=2)=[CH:8][C:9]=1[NH:10][C:11]([NH:13][CH:14]1[CH2:19][CH2:18][N:17]([C:20]([O:22][C:23]([CH3:26])([CH3:25])[CH3:24])=[O:21])[CH2:16][CH2:15]1)=[O:12])=[O:4].C[O-].[Na+].C(O)(=O)CC(CC(O)=O)(C(O)=O)O. (5) Reactant: [C:1]1([C:7]2[NH:11][C:10]([C:12]3[CH:13]=[C:14]4[C:19](=[CH:20][CH:21]=3)[CH:18]=[C:17]([OH:22])[CH:16]=[CH:15]4)=[CH:9][CH:8]=2)[CH:6]=[CH:5][CH:4]=[CH:3][CH:2]=1.Br[CH2:24][C:25]1[CH:34]=[CH:33][C:28]([C:29]([O:31][CH3:32])=[O:30])=[CH:27][C:26]=1[C:35]([O:37][CH3:38])=[O:36].C(=O)([O-])[O-].[Cs+].[Cs+]. Product: [C:1]1([C:7]2[NH:11][C:10]([C:12]3[CH:13]=[C:14]4[C:19](=[CH:20][CH:21]=3)[CH:18]=[C:17]([O:22][CH2:24][C:25]3[CH:34]=[CH:33][C:28]([C:29]([O:31][CH3:32])=[O:30])=[CH:27][C:26]=3[C:35]([O:37][CH3:38])=[O:36])[CH:16]=[CH:15]4)=[CH:9][CH:8]=2)[CH:2]=[CH:3][CH:4]=[CH:5][CH:6]=1. The catalyst class is: 21. (6) Reactant: C[O:2][C:3]([C:5]1([C:8]2[CH:13]=[CH:12][C:11]([C:14]3[CH:19]=[CH:18][C:17]([N:20]4[C:24]([CH3:25])=[C:23]([NH:26][C:27]([O:29][C@@H:30]([C:32]5[CH:37]=[CH:36][CH:35]=[CH:34][CH:33]=5)[CH3:31])=[O:28])[N:22]=[N:21]4)=[CH:16][CH:15]=3)=[CH:10][CH:9]=2)[CH2:7][CH2:6]1)=[O:4].C1COCC1.[Li+].[OH-].Cl. Product: [CH3:25][C:24]1[N:20]([C:17]2[CH:18]=[CH:19][C:14]([C:11]3[CH:10]=[CH:9][C:8]([C:5]4([C:3]([OH:4])=[O:2])[CH2:7][CH2:6]4)=[CH:13][CH:12]=3)=[CH:15][CH:16]=2)[N:21]=[N:22][C:23]=1[NH:26][C:27]([O:29][C@@H:30]([C:32]1[CH:37]=[CH:36][CH:35]=[CH:34][CH:33]=1)[CH3:31])=[O:28]. The catalyst class is: 6. (7) Reactant: [Cl:1][C:2]1[CH:7]=[CH:6][C:5]([C@@H:8]2[CH2:11][CH2:10][C@@H:9]2[NH:12]C(=O)C)=[CH:4][CH:3]=1.Cl.C1(C)C=CC=CC=1. Product: [ClH:1].[Cl:1][C:2]1[CH:3]=[CH:4][C:5]([C@@H:8]2[CH2:11][CH2:10][C@@H:9]2[NH2:12])=[CH:6][CH:7]=1. The catalyst class is: 5. (8) Reactant: [CH3:1][N:2]1[CH2:19][CH:18]2[CH:4]([C:5]3[CH:6]=[CH:7][CH:8]=[CH:9][C:10]=3[O:11][C:12]3[CH:13]=[CH:14][C:15]([Cl:20])=[CH:16][C:17]=32)[CH2:3]1.[P:21](=[O:25])([OH:24])([OH:23])[OH:22]. Product: [CH3:1][N:2]1[CH2:19][CH:18]2[CH:4]([C:5]3[CH:6]=[CH:7][CH:8]=[CH:9][C:10]=3[O:11][C:12]3[CH:13]=[CH:14][C:15]([Cl:20])=[CH:16][C:17]=32)[CH2:3]1.[P:21]([O-:25])([O-:24])([O-:23])=[O:22]. The catalyst class is: 8. (9) Reactant: [NH:1]1[CH:5]=[C:4]([C:6]([O:8][CH3:9])=[O:7])[N:3]=[CH:2]1.C1(P(C2C=CC=CC=2)C2C=CC=CC=2)C=CC=CC=1.O[CH:30]1[C:39]2[C:34](=[CH:35][CH:36]=[CH:37][CH:38]=2)[N:33]([C:40]([C:42]2[CH:47]=[CH:46][CH:45]=[CH:44][CH:43]=2)=[O:41])[CH2:32][C:31]1([CH3:49])[CH3:48].CC(OC(/N=N/C(OC(C)C)=O)=O)C. Product: [CH3:9][O:8][C:6]([C:4]1[N:3]([CH:30]2[C:39]3[C:34](=[CH:35][CH:36]=[CH:37][CH:38]=3)[N:33]([C:40](=[O:41])[C:42]3[CH:47]=[CH:46][CH:45]=[CH:44][CH:43]=3)[CH2:32][C:31]2([CH3:49])[CH3:48])[CH:2]=[N:1][CH:5]=1)=[O:7]. The catalyst class is: 1.